This data is from Catalyst prediction with 721,799 reactions and 888 catalyst types from USPTO. The task is: Predict which catalyst facilitates the given reaction. (1) Reactant: [SH:1][C:2]1[CH:7]=[CH:6][CH:5]=[CH:4][N:3]=1.[N+]([C:11]1[CH:12]=[C:13]([C:19]#[N:20])[C:14](=[CH:17][CH:18]=1)[C:15]#[N:16])([O-])=O.C(=O)([O-])[O-].[K+].[K+]. Product: [N:3]1[CH:4]=[CH:5][CH:6]=[CH:7][C:2]=1[S:1][C:11]1[CH:12]=[C:13]([C:19]#[N:20])[C:14](=[CH:17][CH:18]=1)[C:15]#[N:16]. The catalyst class is: 21. (2) Reactant: C[O:2][C:3](=[O:57])[C:4]1[CH:9]=[CH:8][C:7]([CH2:10][O:11][C:12]2[C:17]([C:18]3[CH:23]=[CH:22][CH:21]=[C:20]([C:24]([F:27])([F:26])[F:25])[CH:19]=3)=[CH:16][C:15]([C:28](=[O:44])[NH:29][CH2:30][CH2:31][CH2:32][CH2:33][CH2:34][CH2:35][CH2:36][CH2:37][C:38]3[CH:43]=[CH:42][CH:41]=[CH:40][CH:39]=3)=[CH:14][C:13]=2[C:45]2[CH:50]=[CH:49][CH:48]=[C:47]([C:51]([F:54])([F:53])[F:52])[CH:46]=2)=[CH:6][C:5]=1[O:55][CH3:56].[OH-].[Na+]. Product: [CH3:56][O:55][C:5]1[CH:6]=[C:7]([CH2:10][O:11][C:12]2[C:13]([C:45]3[CH:50]=[CH:49][CH:48]=[C:47]([C:51]([F:52])([F:53])[F:54])[CH:46]=3)=[CH:14][C:15]([C:28](=[O:44])[NH:29][CH2:30][CH2:31][CH2:32][CH2:33][CH2:34][CH2:35][CH2:36][CH2:37][C:38]3[CH:39]=[CH:40][CH:41]=[CH:42][CH:43]=3)=[CH:16][C:17]=2[C:18]2[CH:23]=[CH:22][CH:21]=[C:20]([C:24]([F:25])([F:27])[F:26])[CH:19]=2)[CH:8]=[CH:9][C:4]=1[C:3]([OH:57])=[O:2]. The catalyst class is: 242. (3) Reactant: [CH2:1]([CH:3]([CH2:6][CH3:7])[CH:4]=[O:5])[CH3:2].S(=O)(O)[O-].[Na+].S(=O)(O)[O-].[C-:17]#[N:18].[Na+]. Product: [C:17]([CH:4]([OH:5])[CH:3]([CH2:6][CH3:7])[CH2:1][CH3:2])#[N:18]. The catalyst class is: 34. (4) Reactant: [N:1]1[N:2]([C:6]2[CH:35]=[CH:34][CH:33]=[CH:32][C:7]=2[C:8]([N:10]2[C@H:15]([CH3:16])[CH2:14][CH2:13][C@@H:12]([O:17][C:18]3[N:27]=[CH:26][CH:25]=[C:24]([C:28]([F:31])([F:30])[F:29])[C:19]=3[C:20]([O:22]C)=O)[CH2:11]2)=[O:9])[N:3]=[CH:4][CH:5]=1.[CH3:36][Mg]Br. Product: [N:3]1[N:2]([C:6]2[CH:35]=[CH:34][CH:33]=[CH:32][C:7]=2[C:8]([N:10]2[C@H:15]([CH3:16])[CH2:14][CH2:13][C@@H:12]([O:17][C:18]3[C:19]([C:20](=[O:22])[CH3:36])=[C:24]([C:28]([F:31])([F:29])[F:30])[CH:25]=[CH:26][N:27]=3)[CH2:11]2)=[O:9])[N:1]=[CH:5][CH:4]=1. The catalyst class is: 1. (5) Reactant: [Cl:1][C:2]1[C:3](F)=[N:4][CH:5]=[CH:6][CH:7]=1.[F:9][C:10]1([F:21])[CH2:13][CH:12]([C:14]([O:16][C:17]([CH3:20])([CH3:19])[CH3:18])=[O:15])[CH2:11]1.C[Si](C)(C)[N-][Si](C)(C)C.[Na+]. Product: [Cl:1][C:2]1[C:3]([C:12]2([C:14]([O:16][C:17]([CH3:20])([CH3:19])[CH3:18])=[O:15])[CH2:11][C:10]([F:21])([F:9])[CH2:13]2)=[N:4][CH:5]=[CH:6][CH:7]=1. The catalyst class is: 11. (6) Reactant: [OH:1][C:2]1[CH:9]=[CH:8][C:7]([O:10][CH3:11])=[CH:6][C:3]=1[CH:4]=[O:5].Cl[CH2:13][C:14]1[CH:22]=[CH:21][CH:20]=[C:19]2[C:15]=1[CH:16]=[N:17][N:18]2[CH3:23].C([O-])([O-])=O.[K+].[K+]. Product: [CH3:11][O:10][C:7]1[CH:8]=[CH:9][C:2]([O:1][CH2:13][C:14]2[CH:22]=[CH:21][CH:20]=[C:19]3[C:15]=2[CH:16]=[N:17][N:18]3[CH3:23])=[C:3]([CH:6]=1)[CH:4]=[O:5]. The catalyst class is: 23.